From a dataset of Catalyst prediction with 721,799 reactions and 888 catalyst types from USPTO. Predict which catalyst facilitates the given reaction. (1) Product: [OH:6][C:7]1[CH:12]=[C:11]([OH:13])[CH:10]=[CH:9][C:8]=1[CH3:15]. The catalyst class is: 605. Reactant: B(Br)(Br)Br.C[O:6][C:7]1[CH:12]=[C:11]([O:13]C)[CH:10]=[CH:9][C:8]=1[CH3:15].C(OCC)(=O)C.[OH-].[Na+]. (2) The catalyst class is: 4. Reactant: [CH:1]1[CH:6]=[CH:5][CH:4]=[CH:3][CH:2]=1.[C:7](Cl)(=[O:12])/[C:8](=[CH:10]/[CH3:11])/[CH3:9].[Cl-].[Al+3].[Cl-].[Cl-]. Product: [C:7]([C:1]1[CH:6]=[CH:5][CH:4]=[CH:3][CH:2]=1)(=[O:12])/[C:8](=[CH:10]/[CH3:11])/[CH3:9]. (3) Reactant: [NH2:1][C@H:2]([C:4]1[N:13]([C:14]2[CH:19]=[CH:18][CH:17]=[CH:16][CH:15]=2)[C:12](=[O:20])[C:11]2[C:6](=[CH:7][CH:8]=[CH:9][C:10]=2[C:21]2[CH:22]=[N:23][N:24]([CH3:26])[CH:25]=2)[N:5]=1)[CH3:3].C(N(C(C)C)C(C)C)C.Cl[C:37]1[N:42]=[CH:41][N:40]=[C:39]([NH2:43])[C:38]=1[C:44]1[O:48][N:47]=[C:46]([CH3:49])[N:45]=1. Product: [NH2:43][C:39]1[N:40]=[CH:41][N:42]=[C:37]([NH:1][C@H:2]([C:4]2[N:13]([C:14]3[CH:19]=[CH:18][CH:17]=[CH:16][CH:15]=3)[C:12](=[O:20])[C:11]3[C:6](=[CH:7][CH:8]=[CH:9][C:10]=3[C:21]3[CH:22]=[N:23][N:24]([CH3:26])[CH:25]=3)[N:5]=2)[CH3:3])[C:38]=1[C:44]1[O:48][N:47]=[C:46]([CH3:49])[N:45]=1. The catalyst class is: 51. (4) Reactant: C(OC([NH:8][CH2:9][CH2:10]O)=O)(C)(C)C.[OH:12][C:13]1[CH:22]=[CH:21][C:16]([C:17]([O:19][CH3:20])=[O:18])=[CH:15][CH:14]=1.C1C=CC(P(C2C=CC=CC=2)C2C=CC=CC=2)=CC=1.CC(OC(/N=N/C(OC(C)C)=O)=O)C. Product: [NH2:8][CH2:9][CH2:10][O:12][C:13]1[CH:14]=[CH:15][C:16]([C:17]([O:19][CH3:20])=[O:18])=[CH:21][CH:22]=1. The catalyst class is: 1. (5) Reactant: [F:1][C:2]([F:25])([F:24])[C:3]([F:23])([C:19]([F:22])([F:21])[F:20])[CH2:4][CH:5]([C:15]([F:18])([F:17])[F:16])[CH2:6][CH:7]([C:11]([F:14])([F:13])[F:12])[CH2:8][CH2:9]I.C(O)C.[S-:29][C:30]#[N:31].[K+].C(O)(=O)C. Product: [F:1][C:2]([F:25])([F:24])[C:3]([F:23])([C:19]([F:22])([F:21])[F:20])[CH2:4][CH:5]([C:15]([F:18])([F:17])[F:16])[CH2:6][CH:7]([C:11]([F:14])([F:13])[F:12])[CH2:8][CH2:9][S:29][C:30]#[N:31]. The catalyst class is: 316. (6) Product: [C:38]([O:37][C:35](=[O:36])[N:8]([CH2:7][C:6]1[CH:10]=[C:2]([Br:1])[CH:3]=[CH:4][C:5]=1[O:11][C:12]1[CH:17]=[CH:16][C:15]([Cl:18])=[C:14]([Cl:19])[CH:13]=1)[CH3:9])([CH3:39])([CH3:40])[CH3:41]. The catalyst class is: 797. Reactant: [Br:1][C:2]1[CH:3]=[CH:4][C:5]([O:11][C:12]2[CH:17]=[CH:16][C:15]([Cl:18])=[C:14]([Cl:19])[CH:13]=2)=[C:6]([CH:10]=1)[CH2:7][NH:8][CH3:9].CCN(CC)CC.[C:35](O[C:35]([O:37][C:38]([CH3:41])([CH3:40])[CH3:39])=[O:36])([O:37][C:38]([CH3:41])([CH3:40])[CH3:39])=[O:36]. (7) Reactant: [CH2:1]([N:8]1[CH2:13][CH2:12][C:11](=[O:14])[CH2:10][CH2:9]1)[C:2]1[CH:7]=[CH:6][CH:5]=[CH:4][CH:3]=1.[CH3:15][Mg]Br.[Cl-].[NH4+]. Product: [CH2:1]([N:8]1[CH2:13][CH2:12][C:11]([CH3:15])([OH:14])[CH2:10][CH2:9]1)[C:2]1[CH:3]=[CH:4][CH:5]=[CH:6][CH:7]=1. The catalyst class is: 116. (8) Reactant: [Br:1][C:2]1[C:3](=[O:11])[NH:4][CH:5]=[N:6][C:7]=1[CH:8]([F:10])[F:9].[CH3:12][O:13][C:14]1[CH:19]=[CH:18][C:17]([CH2:20]Cl)=[CH:16][CH:15]=1.C(=O)([O-])[O-].[K+].[K+].O. Product: [Br:1][C:2]1[C:3](=[O:11])[N:4]([CH2:20][C:17]2[CH:18]=[CH:19][C:14]([O:13][CH3:12])=[CH:15][CH:16]=2)[CH:5]=[N:6][C:7]=1[CH:8]([F:9])[F:10]. The catalyst class is: 3.